Dataset: Drug-target binding data from BindingDB using Ki measurements. Task: Regression. Given a target protein amino acid sequence and a drug SMILES string, predict the binding affinity score between them. We predict pKi (pKi = -log10(Ki in M); higher means stronger inhibition). Dataset: bindingdb_ki. The small molecule is O=C(/C=C/C#Cc1ccc(NS(=O)(=O)c2ccccc2)cc1)NO. The target protein sequence is SSPITGLVYDQRMMLHHNMWDSHHPELPQRISRIFSRHEELRLLSRCHRIPARLATEEELALCHSSKHISIIKSSEHMKPRDLNRLGDEYNSIFISNESYTCALLAAGSCFNSAQAILTGQVRNAVAIVRPPGHHAEKDTACGFCFFNTAALTARYAQSITRESLRVLIVDWDVHHGNGTQHIFEEDDSVLYISLHRYEDGAFFPNSEDANYDKVGLGKGRGYNVNIPWNGGKMGDPEYMAAFHHLVMPIAREFAPELVLVSAGFDAARGDPLGGFQVTPEGYAHLTHQLMSLAAGRVLIILEGGYNLTSISESMSMCTSMLLGDSPPSLDHLTPLKTSATVSINNVLRAHAPFWSSLR. The pKi is 8.4.